From a dataset of Full USPTO retrosynthesis dataset with 1.9M reactions from patents (1976-2016). Predict the reactants needed to synthesize the given product. (1) The reactants are: [NH2:1][CH2:2][C:3]1[O:4][C:5]([C:9]([CH3:17])([CH3:16])[O:10][SiH2:11][C:12]([CH3:15])([CH3:14])[CH3:13])=[C:6]([CH3:8])[N:7]=1.[C:18](O[C:18]([O:20][C:21]([CH3:24])([CH3:23])[CH3:22])=[O:19])([O:20][C:21]([CH3:24])([CH3:23])[CH3:22])=[O:19]. Given the product [C:21]([O:20][C:18]([NH:1][CH2:2][C:3]1[O:4][C:5]([C:9]([CH3:17])([CH3:16])[O:10][SiH2:11][C:12]([CH3:15])([CH3:14])[CH3:13])=[C:6]([CH3:8])[N:7]=1)=[O:19])([CH3:24])([CH3:23])[CH3:22], predict the reactants needed to synthesize it. (2) Given the product [Cl:15][C:12]1[CH:11]=[N:10][C:9]([N:26]2[CH2:25][CH2:24][N:23]([C:21]([O:20][C:16]([CH3:19])([CH3:18])[CH3:17])=[O:22])[CH2:28][CH2:27]2)=[CH:14][N:13]=1, predict the reactants needed to synthesize it. The reactants are: CN1C(=O)CCC1.Cl[C:9]1[CH:14]=[N:13][C:12]([Cl:15])=[CH:11][N:10]=1.[C:16]([O:20][C:21]([N:23]1[CH2:28][CH2:27][NH:26][CH2:25][CH2:24]1)=[O:22])([CH3:19])([CH3:18])[CH3:17].C(=O)([O-])[O-].[K+].[K+]. (3) Given the product [CH2:1]([O:5][C:6]1[CH:7]=[C:8](/[CH:9]=[C:18](\[O:17][CH3:16])/[C:19]([O:21][CH3:22])=[O:20])[CH:11]=[CH:12][C:13]=1[OH:14])[CH2:2][CH2:3][CH3:4], predict the reactants needed to synthesize it. The reactants are: [CH2:1]([O:5][C:6]1[CH:7]=[C:8]([CH:11]=[CH:12][C:13]=1[OH:14])[CH:9]=O)[CH2:2][CH2:3][CH3:4].[Cl-].[CH3:16][O:17][CH:18]([P+](C1C=CC=CC=1)(C1C=CC=CC=1)C1C=CC=CC=1)[C:19]([O:21][CH3:22])=[O:20].C(N(CC)CC)C. (4) The reactants are: [NH2:1][CH:2]([PH:4](=[O:6])[OH:5])[CH3:3].[OH-].[Na+].[C:9]([O:13][C:14](O[C:14]([O:13][C:9]([CH3:12])([CH3:11])[CH3:10])=[O:15])=[O:15])([CH3:12])([CH3:11])[CH3:10]. Given the product [C:9]([O:13][C:14]([NH:1][CH:2]([PH:4](=[O:5])[OH:6])[CH3:3])=[O:15])([CH3:12])([CH3:11])[CH3:10], predict the reactants needed to synthesize it. (5) Given the product [CH2:1]([O:3][C:4]1[CH:5]=[C:6]([C:7]2[O:9][N:56]=[C:39]([C:40]3[CH:41]=[CH:42][CH:43]=[C:44]4[C:48]=3[NH:47][CH:46]=[C:45]4[CH2:49][CH2:50][C:51]([O:53][CH2:54][CH3:55])=[O:52])[N:38]=2)[CH:10]=[CH:11][C:12]=1[O:13][CH2:14][CH3:15])[CH3:2], predict the reactants needed to synthesize it. The reactants are: [CH2:1]([O:3][C:4]1[CH:5]=[C:6]([CH:10]=[CH:11][C:12]=1[O:13][CH2:14][CH3:15])[C:7]([OH:9])=O)[CH3:2].CCN=C=NCCCN(C)C.C1C=CC2N(O)N=NC=2C=1.O[NH:38]/[C:39](=[N:56]\[H])/[C:40]1[CH:41]=[CH:42][CH:43]=[C:44]2[C:48]=1[NH:47][CH:46]=[C:45]2[CH2:49][CH2:50][C:51]([O:53][CH2:54][CH3:55])=[O:52].CCCC[N+](CCCC)(CCCC)CCCC.[F-]. (6) The reactants are: [C:1]1([C:9]2[CH:14]=[CH:13][CH:12]=[CH:11][CH:10]=2)[CH:6]=[CH:5][C:4]([CH:7]=O)=[CH:3][CH:2]=1.[NH2:15][C:16]1[N:17]=[N:18][C:19]([CH3:22])=[CH:20][CH:21]=1.C([O:25][C:26](=O)[C:27]([OH:38])=[CH:28][C:29](=[O:37])[C:30]1[CH:35]=[CH:34][C:33]([CH3:36])=[CH:32][CH:31]=1)C. Given the product [C:1]1([C:9]2[CH:14]=[CH:13][CH:12]=[CH:11][CH:10]=2)[CH:6]=[CH:5][C:4]([CH:7]2[N:15]([C:16]3[N:17]=[N:18][C:19]([CH3:22])=[CH:20][CH:21]=3)[C:26](=[O:25])[C:27]([OH:38])=[C:28]2[C:29](=[O:37])[C:30]2[CH:31]=[CH:32][C:33]([CH3:36])=[CH:34][CH:35]=2)=[CH:3][CH:2]=1, predict the reactants needed to synthesize it. (7) Given the product [OH:28][CH2:27][C:12]1([C:14]2([CH2:30][OH:29])[C:26]3[CH:25]=[CH:24][CH:23]=[CH:22][C:21]=3[C:20]3[C:15]2=[CH:16][CH:17]=[CH:18][CH:19]=3)[C:13]2[CH:1]=[CH:2][CH:3]=[CH:4][C:5]=2[C:6]2[C:11]1=[CH:10][CH:9]=[CH:8][CH:7]=2, predict the reactants needed to synthesize it. The reactants are: [CH:1]1[C:13]2[C:12](=[C:14]3[C:26]4[CH:25]=[CH:24][CH:23]=[CH:22][C:21]=4[C:20]4[C:15]3=[CH:16][CH:17]=[CH:18][CH:19]=4)[C:11]3[C:6](=[CH:7][CH:8]=[CH:9][CH:10]=3)[C:5]=2[CH:4]=[CH:3][CH:2]=1.[CH2:27]=[O:28].[O-:29][CH2:30]C.[Na+].Cl. (8) The reactants are: [F:1][C:2]1[C:3]([C:9]2[N:13]([CH:14]3[CH2:19][CH2:18][O:17][CH2:16][CH2:15]3)[C:12]([CH3:20])=[N:11][CH:10]=2)=[N:4][C:5]([NH2:8])=[N:6][CH:7]=1.Br[C:22]1[CH:27]=[CH:26][C:25]([CH:28]([N:30]2[CH2:35][CH2:34][O:33][CH2:32][CH2:31]2)[CH3:29])=[CH:24][CH:23]=1.CC(C1C=C(C(C)C)C(C2C=CC=CC=2P(C2CCCCC2)C2CCCCC2)=C(C(C)C)C=1)C.C([O-])([O-])=O.[Cs+].[Cs+]. Given the product [F:1][C:2]1[C:3]([C:9]2[N:13]([CH:14]3[CH2:19][CH2:18][O:17][CH2:16][CH2:15]3)[C:12]([CH3:20])=[N:11][CH:10]=2)=[N:4][C:5]([NH:8][C:22]2[CH:23]=[CH:24][C:25]([CH:28]([N:30]3[CH2:31][CH2:32][O:33][CH2:34][CH2:35]3)[CH3:29])=[CH:26][CH:27]=2)=[N:6][CH:7]=1, predict the reactants needed to synthesize it. (9) Given the product [N+:2]([C:5]1[CH:6]=[C:7](/[CH:8]=[CH:32]/[C:25]2[C:26]3[C:31](=[CH:30][CH:29]=[CH:28][CH:27]=3)[NH:23][N:24]=2)[CH:10]=[CH:11][C:12]=1[O:13][CH2:14][CH2:15][N:16]1[CH2:21][CH2:20][CH2:19][CH2:18][CH2:17]1)([O-:4])=[O:3], predict the reactants needed to synthesize it. The reactants are: Cl.[N+:2]([C:5]1[CH:6]=[C:7]([CH:10]=[CH:11][C:12]=1[O:13][CH2:14][CH2:15][N:16]1[CH2:21][CH2:20][CH2:19][CH2:18][CH2:17]1)[CH:8]=O)([O-:4])=[O:3].[I-].[NH:23]1[C:31]2[C:26](=[CH:27][CH:28]=[CH:29][CH:30]=2)[C:25]([CH2:32][P+](C2C=CC=CC=2)(C2C=CC=CC=2)C2C=CC=CC=2)=[N:24]1.C(=O)([O-])[O-].[K+].[K+].